This data is from Forward reaction prediction with 1.9M reactions from USPTO patents (1976-2016). The task is: Predict the product of the given reaction. Given the reactants Br[C:2]1[N:6]2[CH:7]=[CH:8][C:9]([C:11]([F:14])([F:13])[F:12])=[N:10][C:5]2=[N:4][CH:3]=1.[Cl:15][C:16]1[CH:17]=[C:18]([C:38]#[N:39])[C:19]([C:22]2[CH:27]=[C:26](B3OC(C)(C)C(C)(C)O3)[CH:25]=[CH:24][C:23]=2[F:37])=[CH:20][CH:21]=1, predict the reaction product. The product is: [Cl:15][C:16]1[CH:17]=[C:18]([C:38]#[N:39])[C:19]([C:22]2[CH:27]=[C:26]([C:2]3[N:6]4[CH:7]=[CH:8][C:9]([C:11]([F:14])([F:13])[F:12])=[N:10][C:5]4=[N:4][CH:3]=3)[CH:25]=[CH:24][C:23]=2[F:37])=[CH:20][CH:21]=1.